Dataset: Forward reaction prediction with 1.9M reactions from USPTO patents (1976-2016). Task: Predict the product of the given reaction. Given the reactants Cl[C:2]1[CH:11]=[CH:10][C:9]2[C:4](=[C:5]([N+:12]([O-:14])=[O:13])[CH:6]=[CH:7][CH:8]=2)[N:3]=1.CO.C(OCC)C.[CH2:22]([NH2:26])[CH2:23][CH2:24][CH3:25], predict the reaction product. The product is: [CH2:22]([NH:26][C:2]1[CH:11]=[CH:10][C:9]2[C:4](=[C:5]([N+:12]([O-:14])=[O:13])[CH:6]=[CH:7][CH:8]=2)[N:3]=1)[CH2:23][CH2:24][CH3:25].